This data is from Reaction yield outcomes from USPTO patents with 853,638 reactions. The task is: Predict the reaction yield, written as a fraction of the theoretical maximum amount of product (1.0 means a 100% yield; for example, 0.34 means a 34% yield). The reactants are [Cl:1][C:2]1[C:3]([O:30][C@H:31]2[CH2:36][CH2:35][CH2:34][CH2:33][C@@H:32]2[C:37]2[N:41]([CH2:42][O:43][CH2:44][CH2:45][O:46][CH3:47])[N:40]=[CH:39][CH:38]=2)=[CH:4][C:5]([F:29])=[C:6]([S:8]([N:11](CC2C=CC(OC)=CC=2OC)[C:12]2[CH:17]=[CH:16][N:15]=[CH:14][N:13]=2)(=[O:10])=[O:9])[CH:7]=1.C([SiH](CC)CC)C.FC(F)(F)C(O)=O. The catalyst is ClCCl. The product is [Cl:1][C:2]1[C:3]([O:30][C@H:31]2[CH2:36][CH2:35][CH2:34][CH2:33][C@@H:32]2[C:37]2[N:41]([CH2:42][O:43][CH2:44][CH2:45][O:46][CH3:47])[N:40]=[CH:39][CH:38]=2)=[CH:4][C:5]([F:29])=[C:6]([S:8]([NH:11][C:12]2[CH:17]=[CH:16][N:15]=[CH:14][N:13]=2)(=[O:10])=[O:9])[CH:7]=1. The yield is 0.990.